This data is from Peptide-MHC class I binding affinity with 185,985 pairs from IEDB/IMGT. The task is: Regression. Given a peptide amino acid sequence and an MHC pseudo amino acid sequence, predict their binding affinity value. This is MHC class I binding data. (1) The peptide sequence is AYSSWMYSY. The MHC is HLA-B44:02 with pseudo-sequence HLA-B44:02. The binding affinity (normalized) is 0. (2) The peptide sequence is RLQQELDDL. The MHC is HLA-A02:03 with pseudo-sequence HLA-A02:03. The binding affinity (normalized) is 0.317. (3) The binding affinity (normalized) is 0.0433. The MHC is HLA-A33:01 with pseudo-sequence HLA-A33:01. The peptide sequence is RIKQIINMW. (4) The peptide sequence is GMWCVLASR. The MHC is HLA-B18:01 with pseudo-sequence HLA-B18:01. The binding affinity (normalized) is 0.0847. (5) The peptide sequence is QYNLSHSYAV. The MHC is HLA-A24:02 with pseudo-sequence HLA-A24:02. The binding affinity (normalized) is 0.299.